Dataset: Forward reaction prediction with 1.9M reactions from USPTO patents (1976-2016). Task: Predict the product of the given reaction. Given the reactants [NH:1]([C:3]([C:5]1[CH:6]=[C:7]([S:11]([NH:14][CH3:15])(=[O:13])=[O:12])[CH:8]=[CH:9][CH:10]=1)=[O:4])[NH2:2].[Cl:16][C:17]1[CH:18]=[CH:19][C:20]([OH:26])=[C:21]([C:23](=O)[CH3:24])[CH:22]=1, predict the reaction product. The product is: [Cl:16][C:17]1[CH:18]=[CH:19][C:20]([OH:26])=[C:21](/[C:23](=[N:2]/[NH:1][C:3]([C:5]2[CH:6]=[C:7]([S:11]([NH:14][CH3:15])(=[O:13])=[O:12])[CH:8]=[CH:9][CH:10]=2)=[O:4])/[CH3:24])[CH:22]=1.